This data is from CYP2C19 inhibition data for predicting drug metabolism from PubChem BioAssay. The task is: Regression/Classification. Given a drug SMILES string, predict its absorption, distribution, metabolism, or excretion properties. Task type varies by dataset: regression for continuous measurements (e.g., permeability, clearance, half-life) or binary classification for categorical outcomes (e.g., BBB penetration, CYP inhibition). Dataset: cyp2c19_veith. The drug is N#CCCCC[N+]12CN3CN(CN(C3)C1)C2. The result is 0 (non-inhibitor).